From a dataset of Full USPTO retrosynthesis dataset with 1.9M reactions from patents (1976-2016). Predict the reactants needed to synthesize the given product. (1) Given the product [OH:1][C:2]1([CH3:17])[CH2:6][N:5]([C:7]([O:9][C:10]([CH3:11])([CH3:13])[CH3:12])=[O:8])[C@H:4]([CH:14]([CH3:16])[CH3:15])[CH2:3]1, predict the reactants needed to synthesize it. The reactants are: [O:1]=[C:2]1[CH2:6][N:5]([C:7]([O:9][C:10]([CH3:13])([CH3:12])[CH3:11])=[O:8])[C@H:4]([CH:14]([CH3:16])[CH3:15])[CH2:3]1.[CH3:17][Mg]Br. (2) Given the product [ClH:28].[O:38]([C:32]1[CH:31]=[CH:30][C:29]([Cl:28])=[CH:34][C:33]=1[NH:35][C:36]([NH:1][C:2]1[CH:10]=[CH:9][CH:8]=[C:7]2[C:3]=1[CH:4]=[CH:5][N:6]2[CH2:11][C:12]1[CH:17]=[CH:16][N:15]=[C:14]2[NH:18][CH:19]=[CH:20][C:13]=12)=[O:37])[CH3:39], predict the reactants needed to synthesize it. The reactants are: [NH2:1][C:2]1[CH:10]=[CH:9][CH:8]=[C:7]2[C:3]=1[CH:4]=[CH:5][N:6]2[CH2:11][C:12]1[CH:17]=[CH:16][N:15]=[C:14]2[N:18](C(OC(C)(C)C)=O)[CH:19]=[CH:20][C:13]=12.[Cl:28][C:29]1[CH:30]=[CH:31][C:32]([O:38][CH3:39])=[C:33]([N:35]=[C:36]=[O:37])[CH:34]=1. (3) Given the product [F:1][CH2:2][CH2:3][C:4]1[CH:5]=[N:6][CH:7]=[CH:8][C:9]=1[NH2:10], predict the reactants needed to synthesize it. The reactants are: [F:1][CH2:2][CH2:3][C:4]1[CH:5]=[N:6][CH:7]=[CH:8][C:9]=1[NH:10]C(=O)OC(C)(C)C.C(O)(C(F)(F)F)=O.CO. (4) Given the product [CH3:33][C:22]1[C:23]([CH:24]([CH2:30][CH2:31][CH3:32])[C:25]([O:27][CH2:28][CH3:29])=[O:26])=[C:12]([C:14]2[CH:19]=[CH:18][C:17]([CH3:20])=[CH:16][CH:15]=2)[C:3]2[C:4]3[CH2:9][CH2:8][N:7]([CH3:10])[CH2:6][C:5]=3[S:11][C:2]=2[N:1]=1, predict the reactants needed to synthesize it. The reactants are: [NH2:1][C:2]1[S:11][C:5]2[CH2:6][N:7]([CH3:10])[CH2:8][CH2:9][C:4]=2[C:3]=1[C:12]([C:14]1[CH:19]=[CH:18][C:17]([CH3:20])=[CH:16][CH:15]=1)=O.O=[C:22]([CH3:33])[CH2:23][CH:24]([CH2:30][CH2:31][CH3:32])[C:25]([O:27][CH2:28][CH3:29])=[O:26].Cl[Si](C)(C)C. (5) The reactants are: Cl.[CH3:2][CH:3]([CH2:8][N:9]1[CH2:14][CH2:13][CH2:12][CH2:11][CH2:10]1)[CH2:4][C:5]([OH:7])=[O:6].C(Cl)(=O)C(Cl)=O.C(OC([N:28]1[C:32]([NH2:33])=[CH:31][C:30]([C:34]2[CH:35]=[N:36][C:37]3[C:42]([CH:43]=2)=[CH:41][CH:40]=[CH:39][CH:38]=3)=[N:29]1)=O)(C)(C)C.C(O)(C(F)(F)F)=O. Given the product [CH:5]([OH:7])=[O:6].[CH3:2][CH:3]([CH2:8][N:9]1[CH2:14][CH2:13][CH2:12][CH2:11][CH2:10]1)[CH2:4][C:5]([NH:33][C:32]1[NH:28][N:29]=[C:30]([C:34]2[CH:35]=[N:36][C:37]3[C:42]([CH:43]=2)=[CH:41][CH:40]=[CH:39][CH:38]=3)[CH:31]=1)=[O:7], predict the reactants needed to synthesize it. (6) Given the product [F:1][C:2]1[CH:3]=[CH:4][C:5]([N+:11]([O-:13])=[O:12])=[C:6]([CH2:7][OH:8])[CH:10]=1, predict the reactants needed to synthesize it. The reactants are: [F:1][C:2]1[CH:3]=[CH:4][C:5]([N+:11]([O-:13])=[O:12])=[C:6]([CH:10]=1)[C:7](O)=[O:8].CO.